Dataset: Reaction yield outcomes from USPTO patents with 853,638 reactions. Task: Predict the reaction yield, written as a fraction of the theoretical maximum amount of product (1.0 means a 100% yield; for example, 0.34 means a 34% yield). The reactants are [F:1][C:2]([F:25])([F:24])[C:3]1[CH:4]=[C:5]([C:13]2[N:17]=[CH:16][N:15](/[CH:18]=[CH:19]\[C:20]([NH:22][NH2:23])=[O:21])[N:14]=2)[CH:6]=[C:7]([C:9]([F:12])([F:11])[F:10])[CH:8]=1.[C:26]([O:30][C:31]([NH:33][C@H:34]([CH:38]([CH3:40])[CH3:39])[C:35](O)=[O:36])=[O:32])([CH3:29])([CH3:28])[CH3:27].C(P1(=O)OP(CCC)(=O)OP(CCC)(=O)O1)CC.CCN(C(C)C)C(C)C. The product is [C:26]([O:30][C:31](=[O:32])[NH:33][C@H:34]([CH:38]([CH3:39])[CH3:40])[C:35]([NH:23][NH:22][C:20](=[O:21])/[CH:19]=[CH:18]\[N:15]1[CH:16]=[N:17][C:13]([C:5]2[CH:6]=[C:7]([C:9]([F:10])([F:11])[F:12])[CH:8]=[C:3]([C:2]([F:24])([F:1])[F:25])[CH:4]=2)=[N:14]1)=[O:36])([CH3:29])([CH3:28])[CH3:27]. The catalyst is C1COCC1. The yield is 0.260.